This data is from Peptide-MHC class I binding affinity with 185,985 pairs from IEDB/IMGT. The task is: Regression. Given a peptide amino acid sequence and an MHC pseudo amino acid sequence, predict their binding affinity value. This is MHC class I binding data. (1) The peptide sequence is TVQEFIFSAL. The MHC is HLA-A02:01 with pseudo-sequence HLA-A02:01. The binding affinity (normalized) is 0.467. (2) The peptide sequence is VQSKMSDVK. The MHC is HLA-A33:01 with pseudo-sequence HLA-A33:01. The binding affinity (normalized) is 0.0640. (3) The peptide sequence is ITLWQRPIV. The MHC is HLA-A30:02 with pseudo-sequence HLA-A30:02. The binding affinity (normalized) is 0.295. (4) The peptide sequence is YFKRELKSF. The MHC is HLA-A26:01 with pseudo-sequence HLA-A26:01. The binding affinity (normalized) is 0.0847. (5) The peptide sequence is FKNSVFYSV. The MHC is HLA-A11:01 with pseudo-sequence HLA-A11:01. The binding affinity (normalized) is 0.0847. (6) The peptide sequence is RRGKANKPR. The MHC is HLA-B08:02 with pseudo-sequence HLA-B08:02. The binding affinity (normalized) is 0.0847. (7) The peptide sequence is YVYPDNLPR. The MHC is HLA-A26:01 with pseudo-sequence HLA-A26:01. The binding affinity (normalized) is 0.0847.